From a dataset of NCI-60 drug combinations with 297,098 pairs across 59 cell lines. Regression. Given two drug SMILES strings and cell line genomic features, predict the synergy score measuring deviation from expected non-interaction effect. (1) Drug 1: CCCS(=O)(=O)NC1=C(C(=C(C=C1)F)C(=O)C2=CNC3=C2C=C(C=N3)C4=CC=C(C=C4)Cl)F. Drug 2: CC1C(C(CC(O1)OC2CC(OC(C2O)C)OC3=CC4=CC5=C(C(=O)C(C(C5)C(C(=O)C(C(C)O)O)OC)OC6CC(C(C(O6)C)O)OC7CC(C(C(O7)C)O)OC8CC(C(C(O8)C)O)(C)O)C(=C4C(=C3C)O)O)O)O. Cell line: HCT116. Synergy scores: CSS=43.4, Synergy_ZIP=22.6, Synergy_Bliss=23.9, Synergy_Loewe=21.2, Synergy_HSA=22.1. (2) Drug 1: CC1CCCC2(C(O2)CC(NC(=O)CC(C(C(=O)C(C1O)C)(C)C)O)C(=CC3=CSC(=N3)C)C)C. Drug 2: CC1C(C(CC(O1)OC2CC(CC3=C2C(=C4C(=C3O)C(=O)C5=CC=CC=C5C4=O)O)(C(=O)C)O)N)O. Cell line: SK-MEL-2. Synergy scores: CSS=7.12, Synergy_ZIP=-1.08, Synergy_Bliss=-5.16, Synergy_Loewe=-7.08, Synergy_HSA=-7.17. (3) Drug 1: CNC(=O)C1=NC=CC(=C1)OC2=CC=C(C=C2)NC(=O)NC3=CC(=C(C=C3)Cl)C(F)(F)F. Drug 2: CCN(CC)CCCC(C)NC1=C2C=C(C=CC2=NC3=C1C=CC(=C3)Cl)OC. Cell line: SK-OV-3. Synergy scores: CSS=11.8, Synergy_ZIP=-4.77, Synergy_Bliss=-1.92, Synergy_Loewe=-12.0, Synergy_HSA=-2.15. (4) Synergy scores: CSS=23.1, Synergy_ZIP=-2.73, Synergy_Bliss=7.72, Synergy_Loewe=-3.88, Synergy_HSA=7.34. Drug 1: CC=C1C(=O)NC(C(=O)OC2CC(=O)NC(C(=O)NC(CSSCCC=C2)C(=O)N1)C(C)C)C(C)C. Drug 2: CC12CCC3C(C1CCC2O)C(CC4=C3C=CC(=C4)O)CCCCCCCCCS(=O)CCCC(C(F)(F)F)(F)F. Cell line: OVCAR3. (5) Drug 1: C1=CC=C(C=C1)NC(=O)CCCCCCC(=O)NO. Drug 2: CC1CCCC2(C(O2)CC(NC(=O)CC(C(C(=O)C(C1O)C)(C)C)O)C(=CC3=CSC(=N3)C)C)C. Cell line: MOLT-4. Synergy scores: CSS=73.9, Synergy_ZIP=5.39, Synergy_Bliss=7.57, Synergy_Loewe=-21.9, Synergy_HSA=1.58. (6) Drug 1: CS(=O)(=O)CCNCC1=CC=C(O1)C2=CC3=C(C=C2)N=CN=C3NC4=CC(=C(C=C4)OCC5=CC(=CC=C5)F)Cl. Drug 2: C1CC(C1)(C2=CC=C(C=C2)C3=C(C=C4C(=N3)C=CN5C4=NNC5=O)C6=CC=CC=C6)N. Cell line: SW-620. Synergy scores: CSS=3.92, Synergy_ZIP=-0.476, Synergy_Bliss=0.446, Synergy_Loewe=-1.79, Synergy_HSA=-1.23. (7) Drug 1: COC1=NC(=NC2=C1N=CN2C3C(C(C(O3)CO)O)O)N. Drug 2: CCCCCOC(=O)NC1=NC(=O)N(C=C1F)C2C(C(C(O2)C)O)O. Cell line: ACHN. Synergy scores: CSS=-9.12, Synergy_ZIP=2.13, Synergy_Bliss=-2.27, Synergy_Loewe=-7.74, Synergy_HSA=-7.33. (8) Drug 1: C1CC(C1)(C2=CC=C(C=C2)C3=C(C=C4C(=N3)C=CN5C4=NNC5=O)C6=CC=CC=C6)N. Drug 2: CNC(=O)C1=NC=CC(=C1)OC2=CC=C(C=C2)NC(=O)NC3=CC(=C(C=C3)Cl)C(F)(F)F. Cell line: NCIH23. Synergy scores: CSS=65.3, Synergy_ZIP=0.223, Synergy_Bliss=1.82, Synergy_Loewe=3.33, Synergy_HSA=7.09. (9) Synergy scores: CSS=35.5, Synergy_ZIP=-9.62, Synergy_Bliss=-5.55, Synergy_Loewe=-12.8, Synergy_HSA=-2.25. Cell line: SNB-19. Drug 2: CC1C(C(CC(O1)OC2CC(CC3=C2C(=C4C(=C3O)C(=O)C5=C(C4=O)C(=CC=C5)OC)O)(C(=O)CO)O)N)O.Cl. Drug 1: C1CN1P(=S)(N2CC2)N3CC3.